This data is from Full USPTO retrosynthesis dataset with 1.9M reactions from patents (1976-2016). The task is: Predict the reactants needed to synthesize the given product. (1) Given the product [Cl:22][C:16]1[CH:17]=[CH:18][CH:19]=[C:20]([CH3:21])[C:15]=1[CH2:14][N:10]1[CH2:11][C@@H:12]([CH3:13])[C@@:8]([CH2:7][C:6]([OH:5])=[O:39])([C:23](=[O:24])[NH:25][CH:26]2[CH2:27][CH2:28][N:29]([CH2:32][C:47]3[CH2:51][CH2:50][CH2:49][CH:48]=3)[CH2:30][CH2:31]2)[CH2:9]1, predict the reactants needed to synthesize it. The reactants are: C([O:5][C:6](=[O:39])[CH2:7][C@@:8]1([C:23]([NH:25][CH:26]2[CH2:31][CH2:30][N:29]([C:32](OC(C)(C)C)=O)[CH2:28][CH2:27]2)=[O:24])[C@H:12]([CH3:13])[CH2:11][N:10]([CH2:14][C:15]2[C:20]([CH3:21])=[CH:19][CH:18]=[CH:17][C:16]=2[Cl:22])[CH2:9]1)(C)(C)C.FC(F)(F)C(O)=O.[C:47]1(C=O)[CH2:51][CH2:50][CH2:49][CH:48]=1.C(N(CC)CC)C.C(O[BH-](OC(=O)C)OC(=O)C)(=O)C.[Na+]. (2) Given the product [Si:19]([O:1][CH2:2][CH:3]1[CH2:8][CH2:7][C:6](=[O:9])[CH2:5][CH2:4]1)([C:16]([CH3:18])([CH3:17])[CH3:15])([CH3:21])[CH3:20], predict the reactants needed to synthesize it. The reactants are: [OH:1][CH2:2][CH:3]1[CH2:8][CH2:7][C:6](=[O:9])[CH2:5][CH2:4]1.N1C=CN=C1.[CH3:15][C:16]([Si:19](Cl)([CH3:21])[CH3:20])([CH3:18])[CH3:17].CN(C=O)C. (3) Given the product [CH3:14][O:15][C:16](=[O:28])[C:17]1[CH:22]=[CH:21][CH:20]=[C:19]([N+:23]([O-:25])=[O:24])[C:18]=1[CH2:26][N:6]1[C:7]2[CH:12]=[CH:11][CH:10]=[CH:9][C:8]=2[N:4]([C:1]([CH3:3])=[CH2:2])[C:5]1=[O:13], predict the reactants needed to synthesize it. The reactants are: [C:1]([N:4]1[C:8]2[CH:9]=[CH:10][CH:11]=[CH:12][C:7]=2[NH:6][C:5]1=[O:13])([CH3:3])=[CH2:2].[CH3:14][O:15][C:16](=[O:28])[C:17]1[CH:22]=[CH:21][CH:20]=[C:19]([N+:23]([O-:25])=[O:24])[C:18]=1[CH2:26]Br.C([O-])([O-])=O.[K+].[K+].[NH4+].[Cl-].